The task is: Predict the reactants needed to synthesize the given product.. This data is from Full USPTO retrosynthesis dataset with 1.9M reactions from patents (1976-2016). (1) The reactants are: [CH3:1][O:2][C:3]1[CH:28]=[CH:27][C:6]([CH2:7][N:8]2[C:12]3=[N:13][CH:14]=[CH:15][C:16]([O:17][C:18]4[CH:23]=[CH:22][C:21]([NH2:24])=[CH:20][C:19]=4[F:25])=[C:11]3[C:10](I)=[N:9]2)=[CH:5][CH:4]=1.[CH3:29][N:30]([CH3:36])[C@H:31]1[CH2:35][CH2:34][NH:33][CH2:32]1.C([O-])([O-])=O.[K+].[K+].N1CCC[C@H]1C(O)=O. Given the product [NH2:24][C:21]1[CH:22]=[CH:23][C:18]([O:17][C:16]2[CH:15]=[CH:14][N:13]=[C:12]3[N:8]([CH2:7][C:6]4[CH:27]=[CH:28][C:3]([O:2][CH3:1])=[CH:4][CH:5]=4)[N:9]=[C:10]([N:33]4[CH2:34][CH2:35][C@H:31]([N:30]([CH3:36])[CH3:29])[CH2:32]4)[C:11]=23)=[C:19]([F:25])[CH:20]=1, predict the reactants needed to synthesize it. (2) Given the product [CH3:13][C:12]1[N:7]([C:4]2[CH:5]=[CH:6][N:2]([CH3:1])[N:3]=2)[C:9]([CH3:8])=[CH:10][CH:11]=1, predict the reactants needed to synthesize it. The reactants are: [CH3:1][N:2]1[CH:6]=[CH:5][C:4]([NH2:7])=[N:3]1.[CH3:8][C:9](=O)[CH2:10][CH2:11][C:12](=O)[CH3:13].C(O)(=O)C. (3) The reactants are: [CH3:1][N:2]([CH2:4][C:5]1[C:10]([CH2:11][OH:12])=[CH:9][CH:8]=[C:7]([C:13]2[CH:18]=[CH:17][C:16]([C:19]([F:22])([F:21])[F:20])=[CH:15][CH:14]=2)[N:6]=1)[CH3:3].[CH2:23]([O:25][C:26](=[O:39])[C:27]([O:30][C:31]1[CH:36]=[CH:35][C:34](O)=[CH:33][C:32]=1[CH3:38])([CH3:29])[CH3:28])[CH3:24].C(P(CCCC)CCCC)CCC.CN(C)C(N=NC(N(C)C)=O)=O. Given the product [CH2:23]([O:25][C:26](=[O:39])[C:27]([O:30][C:31]1[CH:36]=[CH:35][C:34]([O:12][CH2:11][C:10]2[C:5]([CH2:4][N:2]([CH3:1])[CH3:3])=[N:6][C:7]([C:13]3[CH:14]=[CH:15][C:16]([C:19]([F:22])([F:21])[F:20])=[CH:17][CH:18]=3)=[CH:8][CH:9]=2)=[CH:33][C:32]=1[CH3:38])([CH3:28])[CH3:29])[CH3:24], predict the reactants needed to synthesize it. (4) Given the product [CH3:8][C:5]1[CH:6]=[CH:7][C:2]([NH:18][C:12]2[CH:17]=[CH:16][CH:15]=[CH:14][CH:13]=2)=[C:3]([N+:9]([O-:11])=[O:10])[CH:4]=1, predict the reactants needed to synthesize it. The reactants are: F[C:2]1[CH:7]=[CH:6][C:5]([CH3:8])=[CH:4][C:3]=1[N+:9]([O-:11])=[O:10].[C:12]1([NH2:18])[CH:17]=[CH:16][CH:15]=[CH:14][CH:13]=1. (5) Given the product [O:1]1[C:5]2[CH:6]=[CH:7][C:8]([S:10][C:11]3[N:12]([CH2:21][CH2:22][CH2:23][CH3:24])[C:13]4[N:14]=[CH:15][N:16]([C:36]5[CH:37]=[CH:32][C:33]([N+:41]([O-:43])=[O:42])=[CH:34][C:35]=5[N+:38]([O-:40])=[O:39])[C:17](=[O:20])[C:18]=4[N:19]=3)=[CH:9][C:4]=2[O:3][CH2:2]1, predict the reactants needed to synthesize it. The reactants are: [O:1]1[C:5]2[CH:6]=[CH:7][C:8]([S:10][C:11]3[N:12]([CH2:21][CH2:22][CH2:23][CH3:24])[C:13]4[N:14]=[CH:15][NH:16][C:17](=[O:20])[C:18]=4[N:19]=3)=[CH:9][C:4]=2[O:3][CH2:2]1.C([O-])([O-])=O.[K+].[K+].Cl[C:32]1[CH:37]=[CH:36][C:35]([N+:38]([O-:40])=[O:39])=[CH:34][C:33]=1[N+:41]([O-:43])=[O:42]. (6) Given the product [F:55][C:50]1[C:49]2[CH:48]=[C:47]3[C:42]4[CH:41]=[C:40]([C:11]5[C:12]([N:14]([CH3:19])[S:15]([CH3:18])(=[O:17])=[O:16])=[CH:13][C:8]6[O:7][C:6]([C:29]7[CH:30]=[N:31][C:32]([C:35]([F:38])([F:36])[F:37])=[CH:33][CH:34]=7)=[C:5]([C:3]([NH:2][CH3:1])=[O:4])[C:9]=6[CH:10]=5)[N:57]=[CH:56][C:43]=4[N:44]=[CH:45][N:46]3[C:54]=2[CH:53]=[CH:52][CH:51]=1, predict the reactants needed to synthesize it. The reactants are: [CH3:1][NH:2][C:3]([C:5]1[C:9]2[CH:10]=[C:11](B3OC(C)(C)C(C)(C)O3)[C:12]([N:14]([CH3:19])[S:15]([CH3:18])(=[O:17])=[O:16])=[CH:13][C:8]=2[O:7][C:6]=1[C:29]1[CH:30]=[N:31][C:32]([C:35]([F:38])([F:37])[F:36])=[CH:33][CH:34]=1)=[O:4].Cl[C:40]1[N:57]=[CH:56][C:43]2[N:44]=[CH:45][N:46]3[C:54]4[CH:53]=[CH:52][CH:51]=[C:50]([F:55])[C:49]=4[CH:48]=[C:47]3[C:42]=2[CH:41]=1.C([O-])([O-])=O.[K+].[K+].CC(C1C=C(C(C)C)C(C2C=CC=CC=2P(C2CCCCC2)C2CCCCC2)=C(C(C)C)C=1)C. (7) Given the product [ClH:31].[ClH:31].[CH3:1][C:2]1[CH:7]=[CH:6][CH:5]=[CH:4][C:3]=1[C:8]1[C:9]2[CH2:23][NH:22][CH2:21][CH2:20][C:10]=2[N:11]=[C:12]([C:14]2[CH:19]=[CH:18][CH:17]=[CH:16][CH:15]=2)[N:13]=1, predict the reactants needed to synthesize it. The reactants are: [CH3:1][C:2]1[CH:7]=[CH:6][CH:5]=[CH:4][C:3]=1[C:8]1[C:9]2[CH2:23][N:22](C(OC(C)(C)C)=O)[CH2:21][CH2:20][C:10]=2[N:11]=[C:12]([C:14]2[CH:19]=[CH:18][CH:17]=[CH:16][CH:15]=2)[N:13]=1.[ClH:31].O1CCOCC1. (8) Given the product [CH:42]([N:1]1[CH2:2][CH2:3][CH:4]([O:7][C:8]2[CH:15]=[CH:14][C:13]([C:16]3[N:24]=[CH:23][N:22]=[C:21]4[C:17]=3[N:18]=[C:19]([C:25]3[CH:26]=[CH:27][C:28]([CH:31]5[CH2:36][CH2:35][N:34]([CH2:37][C:38]([F:40])([F:39])[F:41])[CH2:33][CH2:32]5)=[CH:29][CH:30]=3)[NH:20]4)=[CH:12][C:9]=2[C:10]#[N:11])[CH2:5][CH2:6]1)=[O:43], predict the reactants needed to synthesize it. The reactants are: [NH:1]1[CH2:6][CH2:5][CH:4]([O:7][C:8]2[CH:15]=[CH:14][C:13]([C:16]3[N:24]=[CH:23][N:22]=[C:21]4[C:17]=3[N:18]=[C:19]([C:25]3[CH:30]=[CH:29][C:28]([CH:31]5[CH2:36][CH2:35][N:34]([CH2:37][C:38]([F:41])([F:40])[F:39])[CH2:33][CH2:32]5)=[CH:27][CH:26]=3)[NH:20]4)=[CH:12][C:9]=2[C:10]#[N:11])[CH2:3][CH2:2]1.[CH:42](O)=[O:43].CCN(C(C)C)C(C)C.CN(C(ON1N=NC2C=CC=NC1=2)=[N+](C)C)C.F[P-](F)(F)(F)(F)F. (9) Given the product [CH:42]([N:39]1[CH2:40][CH2:41][CH:36]([O:35][C:34]2[CH:44]=[CH:45][C:31]([C:2]3[C:10]4[C:5](=[CH:6][CH:7]=[C:8]([NH:11][C:12](=[O:22])[C@H:13]([O:20][CH3:21])[C:14]5[CH:19]=[CH:18][CH:17]=[CH:16][CH:15]=5)[CH:9]=4)[NH:4][N:3]=3)=[CH:32][CH:33]=2)[CH2:37][CH2:38]1)=[O:43], predict the reactants needed to synthesize it. The reactants are: I[C:2]1[C:10]2[C:5](=[CH:6][CH:7]=[C:8]([NH:11][C:12](=[O:22])[C@H:13]([O:20][CH3:21])[C:14]3[CH:19]=[CH:18][CH:17]=[CH:16][CH:15]=3)[CH:9]=2)[NH:4][N:3]=1.CC1(C)C(C)(C)OB([C:31]2[CH:45]=[CH:44][C:34]([O:35][CH:36]3[CH2:41][CH2:40][N:39]([CH:42]=[O:43])[CH2:38][CH2:37]3)=[CH:33][CH:32]=2)O1.